From a dataset of Forward reaction prediction with 1.9M reactions from USPTO patents (1976-2016). Predict the product of the given reaction. Given the reactants C([O:3][C:4](=[O:40])[CH2:5][O:6][C:7]1[CH:12]=[CH:11][C:10]([S:13][CH:14]([C:23]2[S:27][C:26]([C:28]3[CH:33]=[CH:32][C:31]([C:34]([F:37])([F:36])[F:35])=[CH:30][CH:29]=3)=[N:25][C:24]=2[CH3:38])[CH2:15][CH2:16][C:17]2[CH:22]=[CH:21][CH:20]=[CH:19][CH:18]=2)=[CH:9][C:8]=1[CH3:39])C.[OH-].[Na+].Cl, predict the reaction product. The product is: [F:37][C:34]([F:35])([F:36])[C:31]1[CH:32]=[CH:33][C:28]([C:26]2[S:27][C:23]([CH:14]([S:13][C:10]3[CH:11]=[CH:12][C:7]([O:6][CH2:5][C:4]([OH:40])=[O:3])=[C:8]([CH3:39])[CH:9]=3)[CH2:15][CH2:16][C:17]3[CH:18]=[CH:19][CH:20]=[CH:21][CH:22]=3)=[C:24]([CH3:38])[N:25]=2)=[CH:29][CH:30]=1.